Dataset: Forward reaction prediction with 1.9M reactions from USPTO patents (1976-2016). Task: Predict the product of the given reaction. (1) Given the reactants [CH:1]1([C:4]2[N:8](C(OC(C)(C)C)=O)[C:7]3[CH:16]=[C:17]([C:26]4[C:27]([CH3:32])=[N:28][O:29][C:30]=4[CH3:31])[CH:18]=[C:19]([C:20]([CH:22]4[CH2:25][CH2:24][O:23]4)=[O:21])[C:6]=3[N:5]=2)[CH2:3][CH2:2]1.[CH3:33][C:34]1[N:39]=[C:38]([Mg]Br)[CH:37]=[CH:36][CH:35]=1.C1C[O:45]CC1, predict the reaction product. The product is: [CH:1]1([C:4]2[NH:8][C:7]3[CH:16]=[C:17]([C:26]4[C:27]([CH3:32])=[N:28][O:29][C:30]=4[CH3:31])[CH:18]=[C:19]([C:20]([C:38]4[CH:37]=[CH:36][CH:35]=[C:34]([CH3:33])[N:39]=4)([OH:21])[CH:22]([OH:23])[CH2:25][CH2:24][OH:45])[C:6]=3[N:5]=2)[CH2:3][CH2:2]1. (2) The product is: [CH3:42][S:39]([C:36]1[CH:37]=[CH:38][C:33]([C:32]2[N:26]3[C:27]([CH:28]=[N:29][C:24]([N:5]4[C:18]5[CH:13]=[CH:12][N:6]=[CH:7][C:8]=5[N:9]=[CH:4]4)=[N:25]3)=[CH:30][CH:31]=2)=[CH:34][CH:35]=1)(=[O:41])=[O:40]. Given the reactants CS([C:4]1[N:9]=[CH:8][C:7]2=CC=[C:12]([C:13]3[CH:18]=CC=CC=3OC)[N:6]2[N:5]=1)=O.CS([C:24]1[N:29]=[CH:28][C:27]2=[CH:30][CH:31]=[C:32]([C:33]3[CH:38]=[CH:37][C:36]([S:39]([CH3:42])(=[O:41])=[O:40])=[CH:35][CH:34]=3)[N:26]2[N:25]=1)=O, predict the reaction product.